This data is from Catalyst prediction with 721,799 reactions and 888 catalyst types from USPTO. The task is: Predict which catalyst facilitates the given reaction. (1) Reactant: CC(OI1(OC(C)=O)(OC(C)=O)OC(=O)C2C1=CC=CC=2)=O.[OH:23][CH2:24][CH2:25][CH:26]1[CH2:31][CH2:30][N:29]([C:32]([O:34][C:35]([CH3:38])([CH3:37])[CH3:36])=[O:33])[CH2:28][CH2:27]1.S([O-])([O-])(=O)=S.[Na+].[Na+]. Product: [O:23]=[CH:24][CH2:25][CH:26]1[CH2:27][CH2:28][N:29]([C:32]([O:34][C:35]([CH3:38])([CH3:37])[CH3:36])=[O:33])[CH2:30][CH2:31]1. The catalyst class is: 4. (2) Reactant: CC(OI1(OC(C)=O)(OC(C)=O)OC(=O)C2C=CC=CC1=2)=O.[OH:23][CH:24]1[CH2:30][CH:29]2[N:31]([C:32]3[C:33]4[C:48]([C:49]5[CH:54]=[CH:53][CH:52]=[CH:51][CH:50]=5)=[CH:47][S:46][C:34]=4[N:35]=[C:36]([N:38]4[CH2:42][CH2:41][CH:40]([C:43]([NH2:45])=[O:44])[CH2:39]4)[N:37]=3)[CH:26]([CH2:27][CH2:28]2)[CH2:25]1.S([O-])([O-])(=O)=S.[Na+].[Na+]. Product: [O:23]=[C:24]1[CH2:30][CH:29]2[N:31]([C:32]3[C:33]4[C:48]([C:49]5[CH:54]=[CH:53][CH:52]=[CH:51][CH:50]=5)=[CH:47][S:46][C:34]=4[N:35]=[C:36]([N:38]4[CH2:42][CH2:41][CH:40]([C:43]([NH2:45])=[O:44])[CH2:39]4)[N:37]=3)[CH:26]([CH2:27][CH2:28]2)[CH2:25]1. The catalyst class is: 4. (3) Reactant: C([O:3][C:4]([C:6]1[N:7]=[C:8]([NH:23][C:24]2[CH:29]=[CH:28][C:27]([C:30]([CH3:33])([CH3:32])[CH3:31])=[CH:26][CH:25]=2)[C:9]2[CH:15]=[CH:14][C:13]([C:16]3[C:21]([CH3:22])=[CH:20][CH:19]=[CH:18][N:17]=3)=[N:12][C:10]=2[N:11]=1)=[O:5])C.O[Li].O.Cl. Product: [C:30]([C:27]1[CH:26]=[CH:25][C:24]([NH:23][C:8]2[C:9]3[CH:15]=[CH:14][C:13]([C:16]4[C:21]([CH3:22])=[CH:20][CH:19]=[CH:18][N:17]=4)=[N:12][C:10]=3[N:11]=[C:6]([C:4]([OH:5])=[O:3])[N:7]=2)=[CH:29][CH:28]=1)([CH3:33])([CH3:32])[CH3:31]. The catalyst class is: 20. (4) Reactant: [F:1][C:2]1[CH:37]=[CH:36][CH:35]=[C:34]([F:38])[C:3]=1[CH2:4][O:5][C:6]1[C:7]2[N:8]([C:13]([C:17]([NH:19][C:20]34[CH2:26][CH2:25][CH:24]3[CH2:23][N:22](C(OC(C)(C)C)=O)[CH2:21]4)=[O:18])=[C:14]([CH3:16])[N:15]=2)[CH:9]=[C:10]([CH3:12])[CH:11]=1.Cl. Product: [C:20]12([NH:19][C:17]([C:13]3[N:8]4[CH:9]=[C:10]([CH3:12])[CH:11]=[C:6]([O:5][CH2:4][C:3]5[C:2]([F:1])=[CH:37][CH:36]=[CH:35][C:34]=5[F:38])[C:7]4=[N:15][C:14]=3[CH3:16])=[O:18])[CH2:26][CH2:25][CH:24]1[CH2:23][NH:22][CH2:21]2. The catalyst class is: 27. (5) Reactant: Br[C:2]1[N:3]=[CH:4][C:5]([C:11]([O:13][CH3:14])=[O:12])=[N:6][C:7]=1[CH:8]([CH3:10])[CH3:9].[F:15][C:16]1[CH:21]=[CH:20][C:19]([O:22][CH3:23])=[CH:18][C:17]=1B(O)O.C(=O)([O-])[O-].[K+].[K+]. Product: [F:15][C:16]1[CH:21]=[CH:20][C:19]([O:22][CH3:23])=[CH:18][C:17]=1[C:2]1[N:3]=[CH:4][C:5]([C:11]([O:13][CH3:14])=[O:12])=[N:6][C:7]=1[CH:8]([CH3:10])[CH3:9]. The catalyst class is: 423. (6) Reactant: [CH2:1]([N:8]1[CH2:13][CH2:12][N:11]([CH2:14][C:15]2[CH:20]=[CH:19][CH:18]=[CH:17][CH:16]=2)[CH2:10][CH:9]1[CH2:21][CH:22]=O)[C:2]1[CH:7]=[CH:6][CH:5]=[CH:4][CH:3]=1.[NH:24]1[CH2:29][CH2:28][CH2:27][CH2:26][CH2:25]1. Product: [CH2:1]([N:8]1[CH2:13][CH2:12][N:11]([CH2:14][C:15]2[CH:20]=[CH:19][CH:18]=[CH:17][CH:16]=2)[CH2:10][CH:9]1[CH2:21][CH2:22][N:24]1[CH2:29][CH2:28][CH2:27][CH2:26][CH2:25]1)[C:2]1[CH:7]=[CH:6][CH:5]=[CH:4][CH:3]=1. The catalyst class is: 5.